Dataset: Experimentally validated miRNA-target interactions with 360,000+ pairs, plus equal number of negative samples. Task: Binary Classification. Given a miRNA mature sequence and a target amino acid sequence, predict their likelihood of interaction. (1) The miRNA is mmu-miR-1941-3p with sequence CAUCUUAGCAGUAUCUCCCAU. The protein sequence of the target gene is MAESDSTDFDLLWYLENLSDKEFQSFKKYLARKILDFKLPQFPLIQMTKEELANVLPISYEGQYIWNMLFSIFSMMRKEDLCRKIIGRRNRNQEACKAVMRRKFMLQWESHTFGKFHYKFFRDVSSDVFYILQLAYDSTSYYSANNLNVFLMGERASGKTIVINLAVLRWIKGEMWQNMISYVVHLTAHEINQMTNSSLAELIAKDWPDGQAPIADILSDPKKLLFILEDLDNIRFELNVNESALCSNSTQKVPIPVLLVSLLKRKMAPGCWFLISSRPTRGNNVKTFLKEVDCCTTLQL.... Result: 0 (no interaction). (2) Result: 0 (no interaction). The miRNA is hsa-miR-30e-3p with sequence CUUUCAGUCGGAUGUUUACAGC. The protein sequence of the target gene is MGSPVHRVSLGDTWSRQMHPDIESERYMQSFDVERLTNILDGGAQNTALRRKVESIIHSYPEFSCKDNYFMTQNERYKAAMRRAFHIRLIARRLGWLEDGRELGYAYRALSGDVALNIHRVFVRALRSLGSEEQIAKWDPLCKNIQIIATYAQTELGHGTYLQGLETEATYDAATQEFVIHSPTLTATKWWPGDLGRSATHALVQAQLICSGARRGMHAFIVPIRSLQDHTPLPGIIIGDIGPKMDFDQTDNGFLQLNHVRVPRENMLSRFAQVLPDGTYVKLGTAQSNYLPMVVVRVEL.... (3) The miRNA is mmu-miR-1958 with sequence UAGGAAAGUGGAAGCAGUAAGU. The protein sequence of the target gene is MAFLKLRDQPSLVQAIFNGDPDEVRALIFKKEDVNFQDNEKRTPLHAAAYLGDAEIIELLILSGARVNAKDSKWLTPLHRAVASCSEEAVQILLKHSADVNARDKNWQTPLHIAAANKAVKCAESLVPLLSNVNVSDRAGRTALHHAAFSGHGEMVKLLLSRGANINAFDKKDRRAIHWAAYMGHIEVVKLLVSHGAEVTCKDKKSYTPLHAAASSGMISVVKYLLDLGVDMNEPNAYGNTPLHVACYNGQDVVVNELIDCGANVNQKNEKGFTPLHFAAASTHGALCLELLVGNGADVN.... Result: 1 (interaction). (4) The miRNA is mmu-miR-669o-5p with sequence UAGUUGUGUGUGCAUGUUUAUGU. The protein sequence of the target gene is MPEQSNDYRVVVFGAGGVGKSSLVLRFVKGTFRDTYIPTIEDTYRQVISCDKSVCTLQITDTTGSHQFPAMQRLSISKGHAFILVFSVTSKQSLDELSPIYKLIVQIKGSVEDIPIMLVGNKCDETQREVHTREAQAVAQEWKCAFMETSAKMNYNVKELFQELLTLETRRSVSLSVDGKRSSKQKRADRIKGKCALM. Result: 0 (no interaction). (5) The miRNA is hsa-miR-877-3p with sequence UCCUCUUCUCCCUCCUCCCAG. The protein sequence of the target gene is MNSPVDPGARQALRKKPPERTPEDLNTIYSYLHGMEILSNLREHQLRLMSARARYERYSGNQVLFCSETIARCWYILLSGSVLVKGSMVLPPCSFGKQFGGKRGCDCLVLEPSEMIVVENAKDNEDSILQREIPARQSRRRFRKINYKGERQTITDDVEVNSYLSLPADLTKMHLTENPHPQVTHVSSSQSGCSIASDSGSSSLSDIYQATESEVGDVDLTRLPEGPVDSEDDEEEDEEIDRTDPLQGRDLVRECLEKEPADKTDDDIEQLLEFMHQLPAFANMTMSVRRELCSVMIFEV.... Result: 1 (interaction). (6) The miRNA is hsa-miR-1295b-5p with sequence CACCCAGAUCUGCGGCCUAAU. The protein sequence of the target gene is MASEEASLRALESLMTEFFHDCTTNERKREIEELLNNFAQQIGAWRFCLYFLSSTRNDYVMMYSLTVFENLINKMWLGVPSQDKMEIRSCLPKLLLAHHKTLPYFIRNKLCKVIVDIGRQDWPMFYHDFFTNILQLIQSPVTTPLGLIMLKTTSEELACPREDLSVARKEELRKLLLDQVQTVLGLLTGILETVWDKHSVTAATPPPSPTSGESGDLLSNLLQSPSSAKLLNQPIPILDVESEYICSLALECLAHLFSWIPLSASITPSLLTTIFHFARFGCDIRARKMASVNGSSQNCV.... Result: 0 (no interaction). (7) The miRNA is hsa-miR-6793-3p with sequence UCCCCAACCCCUGCCCGCAG. The protein sequence of the target gene is MGMRIKLQSTNHPNNLLKELNKCRLSETMCDVTIVVGSRSFPAHKAVLACAAGYFQNLFLNTGLDAARTYVVDFITPANFEKVLSFVYTSELFTDLINVGVIYEVAERLGMEDLLQACHSTFPDLESTARAKPLTSTSESHSGTLSCPSAEPAHPLGELRGGGDYLGADRNYVLPSDAGGSYKEEEKNVASDANHSLHLPQPPPPPPKTEDHDTPAPFTSIPSMMTQPLLGTVSTGIQTSTSSCQPYKVQSNGDFSKNSFLTPDNAVDITTGTNSCLSNSEHSKDPGFGQMDELQLEDLG.... Result: 0 (no interaction). (8) Result: 1 (interaction). The protein sequence of the target gene is MDSSVIQRKKVAVIGGGLVGSLQACFLAKRNFQIDVYEAREDTRVATFTRGRSINLALSHRGRQALKAVGLEDQIVSQGIPMRARMIHSLSGKKSAIPYGTKSQYILSVSRENLNKDLLTAAEKYPNVKMHFNHRLLKCNPEEGMITVLGSDKVPKDVTCDLIVGCDGAYSTVRSHLMKKPRFDYSQQYIPHGYMELTIPPKNGDYAMEPNYLHIWPRNTFMMIALPNMNKSFTCTLFMPFEEFEKLLTSNDVVDFFQKYFPDAIPLIGEKLLVQDFFLLPAQPMISVKCSSFHFKSHCV.... The miRNA is hsa-miR-3143 with sequence AUAACAUUGUAAAGCGCUUCUUUCG.